Dataset: Catalyst prediction with 721,799 reactions and 888 catalyst types from USPTO. Task: Predict which catalyst facilitates the given reaction. (1) Reactant: [O:1]=[C:2]1[NH:21][CH2:20][CH2:19][C:4]2([CH2:8][C@H:7]([C:9]([O:11]CC3C=CC=CC=3)=[O:10])[CH2:6][CH2:5]2)[NH:3]1. Product: [O:1]=[C:2]1[NH:21][CH2:20][CH2:19][C:4]2([CH2:8][C@H:7]([C:9]([OH:11])=[O:10])[CH2:6][CH2:5]2)[NH:3]1. The catalyst class is: 19. (2) Reactant: C[N:2]1[C:11]2[C:6](=[CH:7][C:8]3[CH2:16][CH2:15][N:14](C(OCC)=O)[CH2:13][CH2:12][C:9]=3[CH:10]=2)[CH2:5][CH2:4][C:3]1=[O:22].[OH-].[K+].[ClH:25].[OH-].[Na+]. Product: [Cl:25][C:10]1[C:9]2[CH2:12][CH2:13][NH:14][CH2:15][CH2:16][C:8]=2[CH:7]=[C:6]2[C:11]=1[NH:2][C:3](=[O:22])[CH2:4][CH2:5]2. The catalyst class is: 196. (3) Reactant: [NH2:1][C:2]1[CH:6]=[C:5]([C:7]2[CH:12]=[C:11]([F:13])[C:10]([F:14])=[C:9]([F:15])[CH:8]=2)[S:4][C:3]=1[C:16]([NH:18][C:19]1([C:25]([O:27]C)=[O:26])[CH2:24][CH2:23][CH2:22][CH2:21][CH2:20]1)=[O:17].[N:29]([C:32]1[C:37]([CH3:38])=[CH:36][C:35]([CH3:39])=[CH:34][C:33]=1[CH3:40])=[C:30]=[O:31].CO. Product: [F:13][C:11]1[CH:12]=[C:7]([C:5]2[S:4][C:3]([C:16]([NH:18][C:19]3([C:25]([OH:27])=[O:26])[CH2:20][CH2:21][CH2:22][CH2:23][CH2:24]3)=[O:17])=[C:2]([NH:1][C:30]([NH:29][C:32]3[C:33]([CH3:40])=[CH:34][C:35]([CH3:39])=[CH:36][C:37]=3[CH3:38])=[O:31])[CH:6]=2)[CH:8]=[C:9]([F:15])[C:10]=1[F:14]. The catalyst class is: 17. (4) Reactant: [CH2:1]([N:8]1[CH:12]=[C:11]([C:13]([O:15]CC)=[O:14])[C:10]([O:18][CH2:19][C:20]2[CH:25]=[CH:24][C:23]([O:26][CH2:27][C:28]3[N:29]=[C:30]([C:34]4[O:35][CH:36]=[CH:37][CH:38]=4)[O:31][C:32]=3[CH3:33])=[C:22]([C:39]3[CH:44]=[CH:43][CH:42]=[CH:41][CH:40]=3)[CH:21]=2)=[N:9]1)[C:2]1[CH:7]=[CH:6][CH:5]=[CH:4][CH:3]=1.O1CCCC1.[OH-].[Na+].Cl. Product: [CH2:1]([N:8]1[CH:12]=[C:11]([C:13]([OH:15])=[O:14])[C:10]([O:18][CH2:19][C:20]2[CH:25]=[CH:24][C:23]([O:26][CH2:27][C:28]3[N:29]=[C:30]([C:34]4[O:35][CH:36]=[CH:37][CH:38]=4)[O:31][C:32]=3[CH3:33])=[C:22]([C:39]3[CH:44]=[CH:43][CH:42]=[CH:41][CH:40]=3)[CH:21]=2)=[N:9]1)[C:2]1[CH:3]=[CH:4][CH:5]=[CH:6][CH:7]=1. The catalyst class is: 97. (5) Reactant: [I:1][C:2]1[CH:3]=[CH:4][C:5]([NH:11][CH:12]2[CH2:17][CH2:16][O:15][CH2:14][CH2:13]2)=[C:6]([CH:10]=1)[C:7]([OH:9])=O.CN(C(ON1N=NC2C=CC=CC1=2)=[N+](C)C)C.F[P-](F)(F)(F)(F)F.CCN(C(C)C)C(C)C.[CH2:51]([NH2:62])[C:52]1[CH:61]=[CH:60][C:57]([O:58][CH3:59])=[C:54]([O:55][CH3:56])[CH:53]=1. Product: [CH3:56][O:55][C:54]1[CH:53]=[C:52]([CH:61]=[CH:60][C:57]=1[O:58][CH3:59])[CH2:51][NH:62][C:7](=[O:9])[C:6]1[CH:10]=[C:2]([I:1])[CH:3]=[CH:4][C:5]=1[NH:11][CH:12]1[CH2:17][CH2:16][O:15][CH2:14][CH2:13]1. The catalyst class is: 3. (6) Reactant: [CH2:1]([O:3][CH2:4][CH2:5][CH2:6][C:7]([O:9]CC)=[O:8])[CH3:2].[OH-].[Na+]. Product: [CH2:1]([O:3][CH2:4][CH2:5][CH2:6][C:7]([OH:9])=[O:8])[CH3:2]. The catalyst class is: 7.